From a dataset of Catalyst prediction with 721,799 reactions and 888 catalyst types from USPTO. Predict which catalyst facilitates the given reaction. (1) Reactant: [NH:1]1[C:9]2[C:4](=[CH:5][C:6]([OH:10])=[CH:7][CH:8]=2)[CH:3]=[N:2]1.N1C=CN=C1.[C:16]([Si:20](Cl)([CH3:22])[CH3:21])([CH3:19])([CH3:18])[CH3:17]. Product: [C:16]([Si:20]([CH3:22])([CH3:21])[O:10][C:6]1[CH:5]=[C:4]2[C:9](=[CH:8][CH:7]=1)[NH:1][N:2]=[CH:3]2)([CH3:19])([CH3:18])[CH3:17]. The catalyst class is: 4. (2) Reactant: [Br:1][C:2]1[C:10]2[N:9]=[N:8][N:7]([CH2:11][C:12]([CH3:15])([CH3:14])[CH3:13])[C:6]=2[CH:5]=[CH:4][C:3]=1[OH:16].[C:17]([C:20]1[C:21](F)=[N:22][CH:23]=[CH:24][CH:25]=1)(=[O:19])[CH3:18].C(=O)([O-])[O-].[K+].[K+]. Product: [Br:1][C:2]1[C:10]2[N:9]=[N:8][N:7]([CH2:11][C:12]([CH3:13])([CH3:15])[CH3:14])[C:6]=2[CH:5]=[CH:4][C:3]=1[O:16][C:21]1[C:20]([C:17](=[O:19])[CH3:18])=[CH:25][CH:24]=[CH:23][N:22]=1. The catalyst class is: 10. (3) Reactant: [CH3:1][O:2][C:3](=[O:16])[CH2:4][C:5]1[CH:6]=[C:7]2[C:12](=[CH:13][C:14]=1[F:15])[N:11]=[CH:10][CH:9]=[CH:8]2.N1C=CC=CC=1.[Br:23]Br. Product: [CH3:1][O:2][C:3](=[O:16])[CH2:4][C:5]1[CH:6]=[C:7]2[C:12](=[CH:13][C:14]=1[F:15])[N:11]=[CH:10][C:9]([Br:23])=[CH:8]2. The catalyst class is: 53. (4) The catalyst class is: 4. Reactant: FC(F)(F)C(O)=O.C(OC(=O)[NH:14][CH:15]1[CH2:20][CH2:19][N:18]([CH2:21][CH2:22][S:23][C:24]2[CH:25]=[N:26][C:27]3[C:32]([CH:33]=2)=[CH:31][C:30]([O:34][CH3:35])=[CH:29][CH:28]=3)[CH2:17][CH2:16]1)(C)(C)C. Product: [CH3:35][O:34][C:30]1[CH:31]=[C:32]2[C:27](=[CH:28][CH:29]=1)[N:26]=[CH:25][C:24]([S:23][CH2:22][CH2:21][N:18]1[CH2:19][CH2:20][CH:15]([NH2:14])[CH2:16][CH2:17]1)=[CH:33]2.